From a dataset of Full USPTO retrosynthesis dataset with 1.9M reactions from patents (1976-2016). Predict the reactants needed to synthesize the given product. (1) Given the product [OH:15][CH:16]([CH2:26][CH2:27][CH:28]=[CH2:29])[CH:17]([CH2:22][CH:23]([CH3:24])[CH3:25])[C:18]([OH:20])=[O:19], predict the reactants needed to synthesize it. The reactants are: C(C(CCCC)C(O)CC(O)=O)C=C.[OH:15][CH:16]([CH2:26][CH2:27][CH:28]=[CH2:29])[CH:17]([CH2:22][CH:23]([CH3:25])[CH3:24])[C:18]([O:20]C)=[O:19]. (2) Given the product [OH:1][C:2]1[N:6]([C:7]2[CH:15]=[CH:14][C:10]([C:11]([NH:31][C:28]3([CH2:27][CH2:26][O:25][CH3:24])[CH2:30][CH2:29]3)=[O:12])=[CH:9][N:8]=2)[N:5]=[CH:4][C:3]=1[C:16]1[CH:21]=[CH:20][N:19]=[C:18]([O:22][CH3:23])[CH:17]=1, predict the reactants needed to synthesize it. The reactants are: [OH:1][C:2]1[N:6]([C:7]2[CH:15]=[CH:14][C:10]([C:11](O)=[O:12])=[CH:9][N:8]=2)[N:5]=[CH:4][C:3]=1[C:16]1[CH:21]=[CH:20][N:19]=[C:18]([O:22][CH3:23])[CH:17]=1.[CH3:24][O:25][CH2:26][CH2:27][C:28]1([NH2:31])[CH2:30][CH2:29]1. (3) Given the product [Br:1][C:2]1[C:3]([CH3:9])=[C:4]2[C:6]([CH:18]=[CH:13][CH:14]=[N:5]2)=[CH:7][CH:8]=1, predict the reactants needed to synthesize it. The reactants are: [Br:1][C:2]1[C:3]([CH3:9])=[C:4]([CH:6]=[CH:7][CH:8]=1)[NH2:5].[N+]([C:13]1[CH:14]=C(S([O-])(=O)=O)C=C[CH:18]=1)([O-])=O.[Na+].C(O)C(O)CO.S(=O)(=O)(O)O.[OH-].[Na+]. (4) Given the product [F:1][C:2]1[CH:3]=[C:4]([NH:10][C:11]2[C:16]([C:17]3[N:22]=[C:21]([CH3:23])[N:20]=[C:19]([NH2:24])[CH:18]=3)=[CH:15][C:14]([CH:43]([N:45]3[CH2:46][CH2:47][O:48][CH2:49][CH2:50]3)[CH3:44])=[CH:13][N:12]=2)[CH:5]=[N:6][C:7]=1[O:8][CH3:9], predict the reactants needed to synthesize it. The reactants are: [F:1][C:2]1[CH:3]=[C:4]([NH:10][C:11]2[C:16]([C:17]3[N:22]=[C:21]([CH3:23])[N:20]=[C:19]([N:24](CC4C=CC(OC)=CC=4)CC4C=CC(OC)=CC=4)[CH:18]=3)=[CH:15][C:14]([CH:43]([N:45]3[CH2:50][CH2:49][O:48][CH2:47][CH2:46]3)[CH3:44])=[CH:13][N:12]=2)[CH:5]=[N:6][C:7]=1[O:8][CH3:9]. (5) Given the product [NH2:1][C@H:2]1[CH2:7][CH2:6][CH2:5][CH2:4][C@H:3]1[NH:8][C:9]1[CH:10]=[C:11]([NH:17][C:18]2[S:22][N:21]=[C:20]([CH3:23])[CH:19]=2)[C:12]([C:15]([NH2:16])=[O:30])=[N:13][CH:14]=1, predict the reactants needed to synthesize it. The reactants are: [NH2:1][C@H:2]1[CH2:7][CH2:6][CH2:5][CH2:4][C@H:3]1[NH:8][C:9]1[CH:10]=[C:11]([NH:17][C:18]2[S:22][N:21]=[C:20]([CH3:23])[CH:19]=2)[C:12]([C:15]#[N:16])=[N:13][CH:14]=1.[OH-].[Na+].OO.CC(O)=[O:30]. (6) Given the product [O:25]1[CH2:24][C@@H:23]1[CH2:21][O:1][C:2]1[C:14]2[C:13]3[C:8](=[CH:9][CH:10]=[CH:11][CH:12]=3)[NH:7][C:6]=2[CH:5]=[CH:4][CH:3]=1, predict the reactants needed to synthesize it. The reactants are: [OH:1][C:2]1[C:14]2[C:13]3[C:8](=[CH:9][CH:10]=[CH:11][CH:12]=3)[NH:7][C:6]=2[CH:5]=[CH:4][CH:3]=1.C([O-])([O-])=O.[K+].[K+].[CH2:21]([C@H:23]1[O:25][CH2:24]1)Cl.CCCCCC. (7) Given the product [OH:15][CH2:14][C:3]1[N:2]=[CH:1][C:13]2[NH:12][C:11]3[C:6]([C:5]=2[CH:4]=1)=[CH:7][CH:8]=[CH:9][CH:10]=3, predict the reactants needed to synthesize it. The reactants are: [CH:1]1[C:13]2[NH:12][C:11]3[C:6](=[CH:7][CH:8]=[CH:9][CH:10]=3)[C:5]=2[CH:4]=[C:3]([C:14](OCC)=[O:15])[N:2]=1.[Li+].[BH4-].O. (8) The reactants are: [CH:1]1([C:4]2[C:5]([CH2:18]I)=[CH:6][C:7]([F:17])=[C:8]([CH:16]=2)[C:9]([O:11][C:12]([CH3:15])([CH3:14])[CH3:13])=[O:10])[CH2:3][CH2:2]1.[Cl:20][C:21]1[CH:22]=[C:23]([CH:31]=[CH:32][C:33]=1[Cl:34])[CH2:24][C@H:25]1[O:30][CH2:29][CH2:28][NH:27][CH2:26]1.P([O-])([O-])([O-])=O.[K+].[K+].[K+]. Given the product [CH:1]1([C:4]2[C:5]([CH2:18][N:27]3[CH2:28][CH2:29][O:30][C@H:25]([CH2:24][C:23]4[CH:31]=[CH:32][C:33]([Cl:34])=[C:21]([Cl:20])[CH:22]=4)[CH2:26]3)=[CH:6][C:7]([F:17])=[C:8]([CH:16]=2)[C:9]([O:11][C:12]([CH3:15])([CH3:14])[CH3:13])=[O:10])[CH2:3][CH2:2]1, predict the reactants needed to synthesize it. (9) Given the product [F:1][C:2]1[CH:7]=[CH:6][C:5]([NH:8][C:9]2[O:37][C:13]([C:14]([NH:16][C:17]3[CH:18]=[CH:19][C:20]([O:23][CH:24]4[CH2:29][CH2:28][CH:27]([C:30]([O:32][C:33]([CH3:36])([CH3:35])[CH3:34])=[O:31])[CH2:26][CH2:25]4)=[N:21][CH:22]=3)=[O:15])=[N:11][N:12]=2)=[CH:4][CH:3]=1, predict the reactants needed to synthesize it. The reactants are: [F:1][C:2]1[CH:7]=[CH:6][C:5]([N:8]=[C:9]=S)=[CH:4][CH:3]=1.[NH:11]([C:13](=[O:37])[C:14]([NH:16][C:17]1[CH:18]=[CH:19][C:20]([O:23][CH:24]2[CH2:29][CH2:28][CH:27]([C:30]([O:32][C:33]([CH3:36])([CH3:35])[CH3:34])=[O:31])[CH2:26][CH2:25]2)=[N:21][CH:22]=1)=[O:15])[NH2:12].Cl.CN(C)CCCN=C=NCC.